Predict the reaction yield, written as a fraction of the theoretical maximum amount of product (1.0 means a 100% yield; for example, 0.34 means a 34% yield). From a dataset of Reaction yield outcomes from USPTO patents with 853,638 reactions. (1) The reactants are [Cl:1][C:2]1[C:29]([C:30]([F:33])([F:32])[F:31])=[CH:28][CH:27]=[CH:26][C:3]=1[C:4]([N:6]1[CH2:11][CH2:10][C:9]2[N:12]([C:15]3[CH:20]=[CH:19][CH:18]=[CH:17][CH:16]=3)[CH:13]=[N:14][C:8]=2[CH:7]1[C:21](OCC)=[O:22])=[O:5].[BH4-].[Li+]. The catalyst is C1COCC1. The product is [Cl:1][C:2]1[C:29]([C:30]([F:31])([F:33])[F:32])=[CH:28][CH:27]=[CH:26][C:3]=1[C:4]([N:6]1[CH2:11][CH2:10][C:9]2[N:12]([C:15]3[CH:16]=[CH:17][CH:18]=[CH:19][CH:20]=3)[CH:13]=[N:14][C:8]=2[CH:7]1[CH2:21][OH:22])=[O:5]. The yield is 0.760. (2) The reactants are [CH3:1][O:2][C:3](=[O:16])[C:4]1[CH:9]=[CH:8][C:7]([CH:10]([F:12])[CH3:11])=[CH:6][C:5]=1[N+:13]([O-])=O. The catalyst is CO.CCO.[Ni]. The product is [CH3:1][O:2][C:3](=[O:16])[C:4]1[CH:9]=[CH:8][C:7]([CH:10]([F:12])[CH3:11])=[CH:6][C:5]=1[NH2:13]. The yield is 0.930.